From a dataset of Forward reaction prediction with 1.9M reactions from USPTO patents (1976-2016). Predict the product of the given reaction. (1) Given the reactants O[CH2:2][C:3]1[CH:12]=[N:11][C:10]2[N:9]3[CH2:13][CH2:14][CH2:15][CH2:16][C@H:8]3[C:7](=[O:17])[NH:6][C:5]=2[CH:4]=1.[I-].C(C[P+](C)(C)C)#N.Cl.[F:27][C:28]1[CH:29]=[C:30]([CH:35]=[CH:36][C:37]=1[N:38]1[CH2:43][CH2:42][NH:41][CH2:40][CH2:39]1)[C:31]([NH:33][CH3:34])=[O:32].CCN(C(C)C)C(C)C, predict the reaction product. The product is: [F:27][C:28]1[CH:29]=[C:30]([CH:35]=[CH:36][C:37]=1[N:38]1[CH2:39][CH2:40][N:41]([CH2:2][C:3]2[CH:12]=[N:11][C:10]3[N:9]4[CH2:13][CH2:14][CH2:15][CH2:16][C@H:8]4[C:7](=[O:17])[NH:6][C:5]=3[CH:4]=2)[CH2:42][CH2:43]1)[C:31]([NH:33][CH3:34])=[O:32]. (2) Given the reactants Cl[C:2]1[CH:7]=[CH:6][N:5]=[C:4]([NH:8][CH:9]2[CH2:14][C:13]([CH3:16])([CH3:15])[NH:12][C:11]([CH3:18])([CH3:17])[CH2:10]2)[N:3]=1.[CH3:19][O:20][CH2:21][CH2:22][O:23][C:24]1[S:25][CH:26]=[CH:27][CH:28]=1, predict the reaction product. The product is: [CH3:19][O:20][CH2:21][CH2:22][O:23][C:24]1[S:25][C:26]([C:2]2[CH:7]=[CH:6][N:5]=[C:4]([NH:8][CH:9]3[CH2:14][C:13]([CH3:16])([CH3:15])[NH:12][C:11]([CH3:18])([CH3:17])[CH2:10]3)[N:3]=2)=[CH:27][CH:28]=1. (3) Given the reactants [CH:1]1([CH2:7][CH2:8][CH2:9][C@@H:10]([C:19]2[O:23][N:22]=[C:21]([C:24]([N:26]3[CH2:31][CH2:30][CH:29]([C:32]4[CH:37]=[CH:36][N:35]=[CH:34][CH:33]=4)[CH2:28][CH2:27]3)=[O:25])[N:20]=2)[CH2:11][C:12]([O:14]C(C)(C)C)=[O:13])[CH2:6][CH2:5][CH2:4][CH2:3][CH2:2]1.FC(F)(F)C(O)=O, predict the reaction product. The product is: [CH:1]1([CH2:7][CH2:8][CH2:9][C@@H:10]([C:19]2[O:23][N:22]=[C:21]([C:24]([N:26]3[CH2:31][CH2:30][CH:29]([C:32]4[CH:33]=[CH:34][N:35]=[CH:36][CH:37]=4)[CH2:28][CH2:27]3)=[O:25])[N:20]=2)[CH2:11][C:12]([OH:14])=[O:13])[CH2:2][CH2:3][CH2:4][CH2:5][CH2:6]1. (4) Given the reactants [C:1]([O:5][C:6]([N:8]1[CH2:17][CH2:16][C:15]2[C@:10]([CH2:28][OH:29])([CH2:11][C:12]3[CH:20]=[N:19][N:18]([C:21]4[CH:26]=[CH:25][C:24]([F:27])=[CH:23][CH:22]=4)[C:13]=3[CH:14]=2)[CH2:9]1)=[O:7])([CH3:4])([CH3:3])[CH3:2].I[CH3:31], predict the reaction product. The product is: [C:1]([O:5][C:6]([N:8]1[CH2:17][CH2:16][C:15]2[C@:10]([CH2:28][O:29][CH3:31])([CH2:11][C:12]3[CH:20]=[N:19][N:18]([C:21]4[CH:26]=[CH:25][C:24]([F:27])=[CH:23][CH:22]=4)[C:13]=3[CH:14]=2)[CH2:9]1)=[O:7])([CH3:4])([CH3:3])[CH3:2].